From a dataset of Forward reaction prediction with 1.9M reactions from USPTO patents (1976-2016). Predict the product of the given reaction. (1) Given the reactants C(N=[C:6]=[O:7])CCC.N12CCN(CC1)CC2.[I:16][C:17]1[CH:22]=[CH:21][CH:20]=[CH:19][C:18]=1[S:23]([NH2:26])(=[O:25])=[O:24].ClC(OC(Cl)(Cl)Cl)=O, predict the reaction product. The product is: [I:16][C:17]1[CH:22]=[CH:21][CH:20]=[CH:19][C:18]=1[S:23]([N:26]=[C:6]=[O:7])(=[O:25])=[O:24]. (2) Given the reactants Cl[C:2]1[N:10]=[C:9]([I:11])[N:8]=[C:7]2[C:3]=1[N:4]=[CH:5][N:6]2[CH:12]([CH3:14])[CH3:13].[NH2:15][CH2:16][CH2:17][C:18]1[CH:23]=[CH:22][C:21]([OH:24])=[CH:20][CH:19]=1.C(N(CC)CC)C, predict the reaction product. The product is: [I:11][C:9]1[N:8]=[C:7]2[C:3]([N:4]=[CH:5][N:6]2[CH:12]([CH3:14])[CH3:13])=[C:2]([NH:15][CH2:16][CH2:17][C:18]2[CH:23]=[CH:22][C:21]([OH:24])=[CH:20][CH:19]=2)[N:10]=1. (3) Given the reactants [NH2:1][C:2]1[N:7]=[CH:6][C:5]([C:8]2[CH:9]=[CH:10][C:11]3[O:17][CH2:16][CH2:15][N:14]([C:18](OC(C)(C)C)=O)[CH2:13][C:12]=3[CH:25]=2)=[CH:4][C:3]=1[N+:26]([O-])=O.ClC1[CH:35]=[CH:34][N:33]=[CH:32][N:31]=1, predict the reaction product. The product is: [CH2:6]([NH:7][C:2]1[NH:26][C:3]2[C:2]([N:1]=1)=[N:7][CH:6]=[C:5]([C:8]1[CH:9]=[CH:10][C:11]3[O:17][CH2:16][CH2:15][N:14]([C:18]4[CH:35]=[CH:34][N:33]=[CH:32][N:31]=4)[CH2:13][C:12]=3[CH:25]=1)[CH:4]=2)[CH3:5]. (4) Given the reactants [H-].[Na+].[N:3]1([C:9](N)=[O:10])[CH2:8][CH2:7][O:6][CH2:5][CH2:4]1.[C:12]1([CH3:22])[CH:17]=[CH:16][C:15]([S:18](Cl)(=[O:20])=[O:19])=[CH:14][CH:13]=1.Cl.[O:24]1CC[CH2:26][CH2:25]1, predict the reaction product. The product is: [CH3:22][C:12]1[CH:17]=[CH:16][C:15]([S:18]([O:24][C@H:25]([CH3:26])[C:9]([N:3]2[CH2:8][CH2:7][O:6][CH2:5][CH2:4]2)=[O:10])(=[O:20])=[O:19])=[CH:14][CH:13]=1. (5) Given the reactants [I:1][C:2]1[CH:7]=[CH:6][CH:5]=[CH:4][C:3]=1[OH:8].C(=O)([O-])[O-].[K+].[K+].[I-].[K+].Br[CH2:18][CH2:19][O:20][CH3:21], predict the reaction product. The product is: [I:1][C:2]1[CH:7]=[CH:6][CH:5]=[CH:4][C:3]=1[O:8][CH2:18][CH2:19][O:20][CH3:21]. (6) The product is: [F:22][C:23]1[CH:28]=[C:27]([C:2]2[CH:7]=[CH:6][N:5]=[C:4]([N:8]3[CH2:13][CH2:12][C:11]([CH3:20])([C:14]4[CH:19]=[CH:18][CH:17]=[CH:16][CH:15]=4)[O:10][C:9]3=[O:21])[N:3]=2)[CH:26]=[CH:25][CH:24]=1. Given the reactants Cl[C:2]1[CH:7]=[CH:6][N:5]=[C:4]([N:8]2[CH2:13][CH2:12][C:11]([CH3:20])([C:14]3[CH:19]=[CH:18][CH:17]=[CH:16][CH:15]=3)[O:10][C:9]2=[O:21])[N:3]=1.[F:22][C:23]1[CH:24]=[C:25](B(O)O)[CH:26]=[CH:27][CH:28]=1, predict the reaction product. (7) Given the reactants [CH:1]([C:3]1[CH:21]=[C:6]2[C:7]([C:13]3[CH:14]([CH3:20])[CH2:15][C:16](=[O:19])[NH:17][N:18]=3)=[CH:8][CH:9]=[C:10]([O:11][CH3:12])[N:5]2[N:4]=1)=O.[CH2:22]1COCC1, predict the reaction product. The product is: [CH3:12][O:11][C:10]1[N:5]2[N:4]=[C:3]([CH:1]=[CH2:22])[CH:21]=[C:6]2[C:7]([C:13]2[CH:14]([CH3:20])[CH2:15][C:16](=[O:19])[NH:17][N:18]=2)=[CH:8][CH:9]=1.